Predict which catalyst facilitates the given reaction. From a dataset of Catalyst prediction with 721,799 reactions and 888 catalyst types from USPTO. (1) Reactant: F[C:2]1[C:7]([F:8])=[CH:6][CH:5]=[C:4]([F:9])[N:3]=1.[CH3:10][C:11]1([CH3:19])[CH2:16][O:15][CH:14]([CH2:17][NH2:18])[CH2:13][O:12]1.C(N(CC)CC)C. Product: [CH3:10][C:11]1([CH3:19])[CH2:16][O:15][CH:14]([CH2:17][NH:18][C:2]2[C:7]([F:8])=[CH:6][CH:5]=[C:4]([F:9])[N:3]=2)[CH2:13][O:12]1. The catalyst class is: 10. (2) Reactant: Br[CH2:2][C:3]1[CH:4]=[C:5]2[C:10](=[C:11]([Br:13])[CH:12]=1)[N:9]=[CH:8][CH:7]=[CH:6]2.[C-:14]#[N:15].[K+]. Product: [Br:13][C:11]1[CH:12]=[C:3]([CH2:2][C:14]#[N:15])[CH:4]=[C:5]2[C:10]=1[N:9]=[CH:8][CH:7]=[CH:6]2. The catalyst class is: 6. (3) The catalyst class is: 151. Reactant: Br[C:2]1[CH:7]=[C:6]([C:8]([F:11])([F:10])[F:9])[CH:5]=[CH:4][C:3]=1[CH3:12].CC([O-])=O.[K+].[B:18]1([B:18]2[O:22][C:21]([CH3:24])([CH3:23])[C:20]([CH3:26])([CH3:25])[O:19]2)[O:22][C:21]([CH3:24])([CH3:23])[C:20]([CH3:26])([CH3:25])[O:19]1. Product: [CH3:12][C:3]1[C:2]([B:18]2[O:22][C:21]([CH3:24])([CH3:23])[C:20]([CH3:26])([CH3:25])[O:19]2)=[CH:7][C:6]([C:8]([F:11])([F:10])[F:9])=[CH:5][CH:4]=1. (4) Reactant: C(=O)([O-])[O-].[K+].[K+].[SH:7][CH2:8][CH2:9][OH:10].[CH3:11][C:12]1[CH:13]=[C:14]([C:29]2[S:33][C:32]([N:34]3[CH2:40][CH2:39][CH2:38][NH:37][C:36](=[O:41])[CH2:35]3)=[N:31][CH:30]=2)[CH:15]=[C:16]([NH:18][C:19]2[N:24]=[C:23](S(C)(=O)=O)[CH:22]=[CH:21][N:20]=2)[CH:17]=1. Product: [OH:10][CH2:9][CH2:8][S:7][C:21]1[CH:22]=[CH:23][N:24]=[C:19]([NH:18][C:16]2[CH:15]=[C:14]([C:29]3[S:33][C:32]([N:34]4[CH2:40][CH2:39][CH2:38][NH:37][C:36](=[O:41])[CH2:35]4)=[N:31][CH:30]=3)[CH:13]=[C:12]([CH3:11])[CH:17]=2)[N:20]=1. The catalyst class is: 39. (5) Reactant: [CH3:1][O:2][Si:3]([O:14][CH3:15])([O:12][CH3:13])[C:4]1[CH:11]=[CH:10][C:7]([CH:8]=[CH2:9])=[CH:6][CH:5]=1.C(N(CC)CC)C.[C:23]1(C)[CH:28]=[CH:27][CH:26]=[CH:25][C:24]=1P([C:23]1[CH:28]=[CH:27][CH:26]=[CH:25][C:24]=1C)[C:23]1[CH:28]=[CH:27][CH:26]=[CH:25][C:24]=1C. Product: [CH3:1][O:2][Si:3]([O:12][CH3:13])([O:14][CH3:15])[C:4]1[CH:11]=[CH:10][C:7]([CH:8]=[CH:9][C:27]2[CH:26]=[CH:25][C:24]([Si:3]([O:14][CH3:15])([O:12][CH3:13])[O:2][CH3:1])=[CH:23][CH:28]=2)=[CH:6][CH:5]=1. The catalyst class is: 164. (6) Reactant: [BH4-].[Na+].[CH3:3][O:4][CH2:5][O:6][C:7]1[CH:12]=[C:11]([O:13][CH2:14][O:15][CH3:16])[CH:10]=[CH:9][C:8]=1[C:17]1[C:18](=[O:34])[O:19][C:20]2[C:25]([C:26]=1[CH2:27][CH:28]=[O:29])=[CH:24][CH:23]=[C:22]([O:30][CH2:31][O:32][CH3:33])[CH:21]=2. Product: [CH3:3][O:4][CH2:5][O:6][C:7]1[CH:12]=[C:11]([O:13][CH2:14][O:15][CH3:16])[CH:10]=[CH:9][C:8]=1[C:17]1[C:18](=[O:34])[O:19][C:20]2[C:25]([C:26]=1[CH2:27][CH2:28][OH:29])=[CH:24][CH:23]=[C:22]([O:30][CH2:31][O:32][CH3:33])[CH:21]=2. The catalyst class is: 8. (7) Reactant: [CH3:1][C:2]1[CH:10]=[C:9]([CH3:11])[C:8]2[N:7]([S:12]([C:15]3[CH:21]=[CH:20][C:18]([CH3:19])=[CH:17][CH:16]=3)(=[O:14])=[O:13])[CH:6]=[CH:5][C:4]=2[C:3]=1[CH:22]=[O:23].C1C(=O)N([Br:31])C(=O)C1. The catalyst class is: 18. Product: [Br:31][C:5]1[C:4]2[C:3]([CH:22]=[O:23])=[C:2]([CH3:1])[CH:10]=[C:9]([CH3:11])[C:8]=2[N:7]([S:12]([C:15]2[CH:21]=[CH:20][C:18]([CH3:19])=[CH:17][CH:16]=2)(=[O:14])=[O:13])[CH:6]=1.